Dataset: Catalyst prediction with 721,799 reactions and 888 catalyst types from USPTO. Task: Predict which catalyst facilitates the given reaction. (1) Reactant: C1(P(C2C=CC=CC=2)C2C3OC4C(=CC=CC=4P(C4C=CC=CC=4)C4C=CC=CC=4)C(C)(C)C=3C=CC=2)C=CC=CC=1.[NH2:43][C:44]1[CH:52]=[C:51]2[C:47]([C:48]([CH3:62])([CH3:61])[C:49](=[O:60])[N:50]2[C:53]([O:55][C:56]([CH3:59])([CH3:58])[CH3:57])=[O:54])=[CH:46][CH:45]=1.Br[C:64]1[N:80]=[C:67]2[CH:68]=[CH:69][CH:70]=[C:71]([CH:72]([CH:74]3[CH2:79][CH2:78][O:77][CH2:76][CH2:75]3)[OH:73])[N:66]2[N:65]=1.C(=O)([O-])[O-].[K+].[K+]. Product: [OH:73][CH:72]([CH:74]1[CH2:75][CH2:76][O:77][CH2:78][CH2:79]1)[C:71]1[N:66]2[N:65]=[C:64]([NH:43][C:44]3[CH:52]=[C:51]4[C:47]([C:48]([CH3:62])([CH3:61])[C:49](=[O:60])[N:50]4[C:53]([O:55][C:56]([CH3:57])([CH3:59])[CH3:58])=[O:54])=[CH:46][CH:45]=3)[N:80]=[C:67]2[CH:68]=[CH:69][CH:70]=1. The catalyst class is: 62. (2) Reactant: [CH3:1][C:2]1([CH3:26])[CH2:25][O:24][C:5]2([CH2:10][CH2:9][N:8]([C:11]([C:13]3[CH:18]=[CH:17][C:16]([O:19][CH:20]([CH3:22])[CH3:21])=[C:15]([CH3:23])[CH:14]=3)=[O:12])[CH2:7][CH2:6]2)[CH2:4][NH:3]1.C(=O)([O-])[O-].[K+].[K+].[Cl:33][C:34]1[N:39]=[CH:38][CH:37]=[CH:36][N:35]=1. Product: [ClH:33].[CH3:26][C:2]1([CH3:1])[N:3]([C:34]2[N:39]=[CH:38][CH:37]=[CH:36][N:35]=2)[CH2:4][C:5]2([CH2:6][CH2:7][N:8]([C:11]([C:13]3[CH:18]=[CH:17][C:16]([O:19][CH:20]([CH3:22])[CH3:21])=[C:15]([CH3:23])[CH:14]=3)=[O:12])[CH2:9][CH2:10]2)[O:24][CH2:25]1. The catalyst class is: 16. (3) Reactant: Br[C:2]1[CH:3]=[CH:4][C:5]2[N:6]([CH:8]=[C:9]([C:11]([C:13]3[CH:18]=[CH:17][CH:16]=[CH:15][CH:14]=3)=[O:12])[N:10]=2)[CH:7]=1.[C:19]1(B(O)O)[CH:24]=[CH:23][CH:22]=[CH:21][CH:20]=1.C(=O)([O-])[O-].[Na+].[Na+].C(#N)C. Product: [C:13]1([C:11]([C:9]2[N:10]=[C:5]3[CH:4]=[CH:3][C:2]([C:19]4[CH:24]=[CH:23][CH:22]=[CH:21][CH:20]=4)=[CH:7][N:6]3[CH:8]=2)=[O:12])[CH:18]=[CH:17][CH:16]=[CH:15][CH:14]=1. The catalyst class is: 206. (4) Reactant: C([O:3][C:4](=O)[CH2:5][N:6]1[CH:10]=[C:9]([C:11]2[CH:32]=[CH:31][C:14]3[C:15]4[N:16]=[C:17]([C:23]5[N:24]([CH:28]([CH3:30])[CH3:29])[N:25]=[CH:26][N:27]=5)[S:18][C:19]=4[CH2:20][CH2:21][O:22][C:13]=3[CH:12]=2)[CH:8]=[N:7]1)C.[H-].[H-].[H-].[H-].[Li+].[Al+3]. Product: [CH:28]([N:24]1[C:23]([C:17]2[S:18][C:19]3[CH2:20][CH2:21][O:22][C:13]4[CH:12]=[C:11]([C:9]5[CH:8]=[N:7][N:6]([CH2:5][CH2:4][OH:3])[CH:10]=5)[CH:32]=[CH:31][C:14]=4[C:15]=3[N:16]=2)=[N:27][CH:26]=[N:25]1)([CH3:30])[CH3:29]. The catalyst class is: 1. (5) Reactant: [N:1]1([C:5]([C:7]2[CH:12]=[CH:11][C:10]([O:13][C:14]3[CH:15]=[C:16]([CH:26]=[C:27]([O:29][C@@H:30]([CH3:36])[CH2:31][O:32][CH:33]([F:35])[F:34])[CH:28]=3)[C:17]([NH:19][C:20]3[CH:24]=[CH:23][N:22]([CH3:25])[N:21]=3)=[O:18])=[C:9](Cl)[CH:8]=2)=[O:6])[CH2:4][CH2:3][CH2:2]1.C(N(CC)CC)C. Product: [N:1]1([C:5]([C:7]2[CH:12]=[CH:11][C:10]([O:13][C:14]3[CH:15]=[C:16]([CH:26]=[C:27]([O:29][C@@H:30]([CH3:36])[CH2:31][O:32][CH:33]([F:34])[F:35])[CH:28]=3)[C:17]([NH:19][C:20]3[CH:24]=[CH:23][N:22]([CH3:25])[N:21]=3)=[O:18])=[CH:9][CH:8]=2)=[O:6])[CH2:2][CH2:3][CH2:4]1. The catalyst class is: 8. (6) Reactant: CO.[CH3:3][C:4]([CH3:41])([CH2:9][O:10][C:11]1[N:16]=[CH:15][C:14]([C:17]2[CH:18]=[N:19][C:20]([C:23]3[N:24]([CH2:32][O:33][CH2:34][CH2:35][Si:36]([CH3:39])([CH3:38])[CH3:37])[CH:25]=[C:26]([C:28]([F:31])([F:30])[F:29])[N:27]=3)=[CH:21][CH:22]=2)=[C:13]([CH3:40])[CH:12]=1)[C:5]([O:7]C)=[O:6].[OH-].[Na+].Cl. Product: [CH3:3][C:4]([CH3:41])([CH2:9][O:10][C:11]1[N:16]=[CH:15][C:14]([C:17]2[CH:18]=[N:19][C:20]([C:23]3[N:24]([CH2:32][O:33][CH2:34][CH2:35][Si:36]([CH3:38])([CH3:37])[CH3:39])[CH:25]=[C:26]([C:28]([F:29])([F:31])[F:30])[N:27]=3)=[CH:21][CH:22]=2)=[C:13]([CH3:40])[CH:12]=1)[C:5]([OH:7])=[O:6]. The catalyst class is: 362. (7) Reactant: [Cl:1][C:2]1[CH:7]=[CH:6][C:5]([CH2:8][N:9]2[CH2:13][CH2:12][NH:11][C:10]2=[CH:14][N+:15]([O-:17])=[O:16])=[CH:4][N:3]=1.[CH:18]([CH:20]=[O:21])=O.[ClH:22]. Product: [Cl:1][C:2]1[N:3]=[CH:4][C:5]([CH2:8][N:9]2[CH2:13][CH2:12][N:11]=[C:10]2[C:14]([N+:15]([O-:17])=[O:16])=[CH:18][CH:20]([OH:21])[C:14](=[C:10]2[NH:11][CH2:12][CH2:13][N:9]2[CH2:8][C:5]2[CH:4]=[N:3][C:2]([Cl:22])=[CH:7][CH:6]=2)[N+:15]([O-:17])=[O:16])=[CH:6][CH:7]=1. The catalyst class is: 10.